From a dataset of CYP2C9 inhibition data for predicting drug metabolism from PubChem BioAssay. Regression/Classification. Given a drug SMILES string, predict its absorption, distribution, metabolism, or excretion properties. Task type varies by dataset: regression for continuous measurements (e.g., permeability, clearance, half-life) or binary classification for categorical outcomes (e.g., BBB penetration, CYP inhibition). Dataset: cyp2c9_veith. The drug is COc1ccc(-n2c(=O)c(-c3cn(C)c4ccccc34)nc3cnc(N4CCOCC4)nc32)cc1. The result is 0 (non-inhibitor).